From a dataset of Full USPTO retrosynthesis dataset with 1.9M reactions from patents (1976-2016). Predict the reactants needed to synthesize the given product. (1) Given the product [C:1]([S:20][C:21]1[CH:26]=[CH:25][CH:24]=[CH:23][C:22]=1[CH2:27][N:40]1[C:29](=[O:39])[C:30]2[C:31](=[CH:35][CH:36]=[CH:37][CH:38]=2)[C:32]1=[O:33])([C:14]1[CH:15]=[CH:16][CH:17]=[CH:18][CH:19]=1)([C:8]1[CH:13]=[CH:12][CH:11]=[CH:10][CH:9]=1)[C:2]1[CH:3]=[CH:4][CH:5]=[CH:6][CH:7]=1, predict the reactants needed to synthesize it. The reactants are: [C:1]([S:20][C:21]1[CH:26]=[CH:25][CH:24]=[CH:23][C:22]=1[CH2:27]O)([C:14]1[CH:19]=[CH:18][CH:17]=[CH:16][CH:15]=1)([C:8]1[CH:13]=[CH:12][CH:11]=[CH:10][CH:9]=1)[C:2]1[CH:7]=[CH:6][CH:5]=[CH:4][CH:3]=1.[C:29]([NH2:40])(=[O:39])[C:30]1[C:31](=[CH:35][CH:36]=[CH:37][CH:38]=1)[C:32](N)=[O:33].S1C=CC=C1P.CCOC(/N=N/C(OCC)=O)=O. (2) Given the product [Cl:16][C:17]1[C:22]2[CH:23]=[CH:24][N:25]([C:9]([O:11][C:12]([CH3:13])([CH3:14])[CH3:15])=[O:10])[C:21]=2[CH:20]=[CH:19][N:18]=1, predict the reactants needed to synthesize it. The reactants are: [C:9](O[C:9]([O:11][C:12]([CH3:15])([CH3:14])[CH3:13])=[O:10])([O:11][C:12]([CH3:15])([CH3:14])[CH3:13])=[O:10].[Cl:16][C:17]1[C:22]2[CH:23]=[CH:24][NH:25][C:21]=2[CH:20]=[CH:19][N:18]=1. (3) Given the product [C:1]([N:8]1[CH2:9][CH2:10][C:11]([CH:17]2[CH2:22][CH2:21][CH2:20][CH2:19][CH2:18]2)([C:14]([OH:16])=[O:15])[CH2:12][CH2:13]1)([O:3][C:4]([CH3:7])([CH3:6])[CH3:5])=[O:2], predict the reactants needed to synthesize it. The reactants are: [C:1]([N:8]1[CH2:13][CH2:12][C:11]([C:17]2[CH:22]=[CH:21][CH:20]=[CH:19][CH:18]=2)([C:14]([OH:16])=[O:15])[CH2:10][CH2:9]1)([O:3][C:4]([CH3:7])([CH3:6])[CH3:5])=[O:2]. (4) Given the product [C:17]([C:14]1[CH:13]=[CH:12][C:11]([C:8]2[CH:9]=[CH:10][C:5]([O:4][CH3:3])=[C:6]([CH2:19][NH:20][C@H:21]3[CH2:26][CH2:25][N:24]([C:27]([CH:29]4[CH2:30][CH2:31][N:32]([C:43]([N:42]([CH3:46])[CH3:41])=[O:44])[CH2:33][CH2:34]4)=[O:28])[CH2:23][C@H:22]3[C:35]3[CH:40]=[CH:39][CH:38]=[CH:37][CH:36]=3)[CH:7]=2)=[CH:16][CH:15]=1)#[N:18], predict the reactants needed to synthesize it. The reactants are: Cl.Cl.[CH3:3][O:4][C:5]1[CH:10]=[CH:9][C:8]([C:11]2[CH:16]=[CH:15][C:14]([C:17]#[N:18])=[CH:13][CH:12]=2)=[CH:7][C:6]=1[CH2:19][NH:20][C@H:21]1[CH2:26][CH2:25][N:24]([C:27]([CH:29]2[CH2:34][CH2:33][NH:32][CH2:31][CH2:30]2)=[O:28])[CH2:23][C@H:22]1[C:35]1[CH:40]=[CH:39][CH:38]=[CH:37][CH:36]=1.[CH3:41][N:42]([CH3:46])[C:43](Cl)=[O:44].